Dataset: Full USPTO retrosynthesis dataset with 1.9M reactions from patents (1976-2016). Task: Predict the reactants needed to synthesize the given product. (1) Given the product [C:1]([C:5]1[CH:9]=[C:8]([NH:10][C:11](=[O:36])[NH:12][C:13]2[C:22]3[C:17](=[CH:18][CH:19]=[CH:20][CH:21]=3)[C:16]([O:23][CH2:24][C:25]3[CH:30]=[CH:29][N:28]=[C:27]([NH:31][C:32](=[O:35])[CH2:33][NH:46][CH3:45])[CH:26]=3)=[CH:15][CH:14]=2)[N:7]([C:37]2[CH:42]=[CH:41][C:40]([CH3:43])=[CH:39][CH:38]=2)[N:6]=1)([CH3:4])([CH3:3])[CH3:2], predict the reactants needed to synthesize it. The reactants are: [C:1]([C:5]1[CH:9]=[C:8]([NH:10][C:11](=[O:36])[NH:12][C:13]2[C:22]3[C:17](=[CH:18][CH:19]=[CH:20][CH:21]=3)[C:16]([O:23][CH2:24][C:25]3[CH:30]=[CH:29][N:28]=[C:27]([NH:31][C:32](=[O:35])[CH2:33]Cl)[CH:26]=3)=[CH:15][CH:14]=2)[N:7]([C:37]2[CH:42]=[CH:41][C:40]([CH3:43])=[CH:39][CH:38]=2)[N:6]=1)([CH3:4])([CH3:3])[CH3:2].C[CH2:45][N:46](C(C)C)C(C)C.CN. (2) Given the product [C:1]1([O:7][C:8](=[O:34])[N:9]([C:19]2[CH:24]=[C:23]([O:25][C:26]3[CH:31]=[CH:30][C:29]([NH:32][C:48]([C:45]4([C:43](=[O:44])[NH:42][C:37]5[CH:38]=[CH:39][CH:40]=[CH:41][C:36]=5[F:35])[CH2:46][CH2:47]4)=[O:49])=[C:28]([F:33])[CH:27]=3)[CH:22]=[CH:21][N:20]=2)[C:10]([O:12][C:13]2[CH:14]=[CH:15][CH:16]=[CH:17][CH:18]=2)=[O:11])[CH:2]=[CH:3][CH:4]=[CH:5][CH:6]=1, predict the reactants needed to synthesize it. The reactants are: [C:1]1([O:7][C:8](=[O:34])[N:9]([C:19]2[CH:24]=[C:23]([O:25][C:26]3[CH:31]=[CH:30][C:29]([NH2:32])=[C:28]([F:33])[CH:27]=3)[CH:22]=[CH:21][N:20]=2)[C:10]([O:12][C:13]2[CH:18]=[CH:17][CH:16]=[CH:15][CH:14]=2)=[O:11])[CH:6]=[CH:5][CH:4]=[CH:3][CH:2]=1.[F:35][C:36]1[CH:41]=[CH:40][CH:39]=[CH:38][C:37]=1[NH:42][C:43]([C:45]1([C:48](O)=[O:49])[CH2:47][CH2:46]1)=[O:44].C(N(CC)CC)C.F[P-](F)(F)(F)(F)F.N1(O[P+](N(C)C)(N(C)C)N(C)C)C2C=CC=CC=2N=N1. (3) Given the product [Cl:31][C:32]1[CH:37]=[CH:36][C:35]([NH:38][C:39](=[O:62])[NH:40][C:41]2[CH:42]=[CH:43][C:44]([C:47]3[S:51][C:50]([CH:52]4[CH2:53][CH2:54][CH:55]([C:58]([OH:60])=[O:59])[CH2:56][CH2:57]4)=[N:49][CH:48]=3)=[CH:45][CH:46]=2)=[C:34]([O:63][C:64]2[CH:65]=[CH:66][CH:67]=[CH:68][CH:69]=2)[CH:33]=1, predict the reactants needed to synthesize it. The reactants are: FC(F)(F)C1C=C(NC(=O)NC2C=CC(C3SC(CCC(O)=O)=NC=3)=CC=2)C=CC=1.[Cl:31][C:32]1[CH:37]=[CH:36][C:35]([NH:38][C:39](=[O:62])[NH:40][C:41]2[CH:46]=[CH:45][C:44]([C:47]3[S:51][C:50]([CH:52]4[CH2:57][CH2:56][CH:55]([C:58]([O:60]C)=[O:59])[CH2:54][CH2:53]4)=[N:49][CH:48]=3)=[CH:43][CH:42]=2)=[C:34]([O:63][C:64]2[CH:69]=[CH:68][CH:67]=[CH:66][CH:65]=2)[CH:33]=1. (4) Given the product [Cl:1][C:2]1[CH:9]=[C:8]([NH:10][C:11]([NH:18][C:22]2[CH:21]=[CH:6][C:3]([C:4]#[N:5])=[C:2]([Cl:1])[CH:9]=2)=[O:12])[CH:7]=[CH:6][C:3]=1[C:4]#[N:5], predict the reactants needed to synthesize it. The reactants are: [Cl:1][C:2]1[CH:9]=[C:8]([NH2:10])[CH:7]=[CH:6][C:3]=1[C:4]#[N:5].[C:11]([N:18]1[CH:22]=[CH:21]N=C1)(N1C=CN=C1)=[O:12].